From a dataset of Peptide-MHC class I binding affinity with 185,985 pairs from IEDB/IMGT. Regression. Given a peptide amino acid sequence and an MHC pseudo amino acid sequence, predict their binding affinity value. This is MHC class I binding data. (1) The peptide sequence is FPFKYAAAF. The MHC is Patr-A0401 with pseudo-sequence Patr-A0401. The binding affinity (normalized) is 0.128. (2) The peptide sequence is LLFNSLYPA. The MHC is HLA-A02:01 with pseudo-sequence HLA-A02:01. The binding affinity (normalized) is 0.963. (3) The peptide sequence is TITTFIPISA. The MHC is HLA-A02:03 with pseudo-sequence HLA-A02:03. The binding affinity (normalized) is 0.522.